Dataset: Reaction yield outcomes from USPTO patents with 853,638 reactions. Task: Predict the reaction yield, written as a fraction of the theoretical maximum amount of product (1.0 means a 100% yield; for example, 0.34 means a 34% yield). (1) The reactants are Cl.[OH:2][NH2:3].C(=O)([O-])[O-].[Na+].[Na+].[O:10]1[C:14]2([CH2:19][CH2:18][CH2:17][CH2:16][CH2:15]2)[O:13][CH2:12][C@@H:11]1[CH:20]=O. The catalyst is O.C1COCC1. The product is [O:10]1[C:14]2([CH2:19][CH2:18][CH2:17][CH2:16][CH2:15]2)[O:13][CH2:12][C@@H:11]1[CH:20]=[N:3][OH:2]. The yield is 0.990. (2) The yield is 0.880. The catalyst is CO. The reactants are [OH-].[Na+].C[O:4][C:5]([CH:7]1[CH2:11][CH:10](O)[CH2:9][CH:8]1[C:13]([O:15]C)=[O:14])=[O:6].Cl. The product is [O:14]=[C:13]1[CH:8]2[CH2:9][CH:10]([CH2:11][CH:7]2[C:5]([OH:4])=[O:6])[O:15]1. (3) The reactants are [CH2:1]([C:7]1([CH2:25][CH2:26][CH2:27][CH2:28][CH2:29][CH3:30])[C:19]2[CH:18]=[C:17]3[CH:20](O)[CH:21]([CH3:23])[CH2:22][C:16]3=[CH:15][C:14]=2[C:13]2[C:8]1=[CH:9][CH:10]=[CH:11][CH:12]=2)[CH2:2][CH2:3][CH2:4][CH2:5][CH3:6].C1(C)C=CC(S(O)(=O)=O)=CC=1. The yield is 0.968. The catalyst is C1(C)C=CC=CC=1. The product is [CH2:25]([C:7]1([CH2:1][CH2:2][CH2:3][CH2:4][CH2:5][CH3:6])[C:19]2[CH:18]=[C:17]3[CH:20]=[C:21]([CH3:23])[CH2:22][C:16]3=[CH:15][C:14]=2[C:13]2[C:8]1=[CH:9][CH:10]=[CH:11][CH:12]=2)[CH2:26][CH2:27][CH2:28][CH2:29][CH3:30]. (4) The reactants are [OH:1][C:2]1[CH:3]=[C:4]2[C:9](=[CH:10][CH:11]=1)[CH:8]([C:12]([OH:14])=[O:13])[CH2:7][CH2:6][CH2:5]2.S(Cl)(Cl)=O.[CH3:19]O. No catalyst specified. The product is [OH:1][C:2]1[CH:3]=[C:4]2[C:9](=[CH:10][CH:11]=1)[CH:8]([C:12]([O:14][CH3:19])=[O:13])[CH2:7][CH2:6][CH2:5]2. The yield is 0.930. (5) The reactants are [Cl:1][C:2]1[CH:3]=[CH:4][C:5]([O:11][CH3:12])=[C:6](B(O)O)[CH:7]=1.Br[C:14]1[C:19]([NH2:20])=[CH:18][CH:17]=[CH:16][N:15]=1. The catalyst is COCCOC.O.C1C=CC([P]([Pd]([P](C2C=CC=CC=2)(C2C=CC=CC=2)C2C=CC=CC=2)([P](C2C=CC=CC=2)(C2C=CC=CC=2)C2C=CC=CC=2)[P](C2C=CC=CC=2)(C2C=CC=CC=2)C2C=CC=CC=2)(C2C=CC=CC=2)C2C=CC=CC=2)=CC=1. The product is [Cl:1][C:2]1[CH:3]=[CH:4][C:5]([O:11][CH3:12])=[C:6]([C:14]2[C:19]([NH2:20])=[CH:18][CH:17]=[CH:16][N:15]=2)[CH:7]=1. The yield is 0.720. (6) The reactants are C([Cl:9])(=O)C1C=CC=CC=1.[C:10]1([C:16]2([C:22]3[N:23]([CH2:27][C:28]4[CH:33]=[CH:32][CH:31]=[CH:30][CH:29]=4)C=CN=3)CCNCC2)[CH:15]=[CH:14][CH:13]=[CH:12][CH:11]=1.[CH2:34]([N:36]([CH2:39][CH3:40])[CH2:37][CH3:38])C.O. The catalyst is C(Cl)Cl. The yield is 0.520. The product is [ClH:9].[Cl:9][C:22]([C:16]1([C:10]2[CH:15]=[CH:14][CH:13]=[CH:12][CH:11]=2)[CH2:40][CH2:39][N:36]([CH3:34])[CH2:37][CH2:38]1)=[N:23][CH2:27][C:28]1[CH:33]=[CH:32][CH:31]=[CH:30][CH:29]=1. (7) The reactants are Br[C:2]1[C:10]([N+:11]([O-:13])=[O:12])=[CH:9][C:8]([Br:14])=[CH:7][C:3]=1[C:4]([OH:6])=[O:5].[Cl:15][C:16]1[CH:23]=[CH:22][CH:21]=[CH:20][C:17]=1[CH2:18][NH2:19].[OH-].[Na+].CCOCC. The catalyst is C1(C)C=CC=CC=1. The product is [Br:14][C:8]1[CH:9]=[C:10]([N+:11]([O-:13])=[O:12])[C:2]([NH:19][CH2:18][C:17]2[CH:20]=[CH:21][CH:22]=[CH:23][C:16]=2[Cl:15])=[C:3]([CH:7]=1)[C:4]([OH:6])=[O:5]. The yield is 0.615. (8) The reactants are [CH2:1]([N:3]1[CH:7]=[CH:6][N:5]=[C:4]1[CH:8]1[C:17](=O)[C:16]2[C:15]([C:19](OCC)=[O:20])=[CH:14][CH:13]=[CH:12][C:11]=2[NH:10][CH:9]1[C:24]1[CH:29]=[CH:28][C:27]([F:30])=[CH:26][CH:25]=1)[CH3:2].O.[NH2:32][NH2:33]. The catalyst is CO. The product is [CH2:1]([N:3]1[CH:7]=[CH:6][N:5]=[C:4]1[CH:8]1[C:17]2=[N:32][NH:33][C:19](=[O:20])[C:15]3[CH:14]=[CH:13][CH:12]=[C:11]([C:16]=32)[NH:10][CH:9]1[C:24]1[CH:25]=[CH:26][C:27]([F:30])=[CH:28][CH:29]=1)[CH3:2]. The yield is 0.470. (9) The reactants are [C:1]1(=[O:7])[O:6][C:4](=[O:5])[CH2:3][CH2:2]1.[CH2:8]([OH:15])[C:9]1[CH:14]=[CH:13][CH:12]=[CH:11][CH:10]=1. The catalyst is ClCCl.CN(C1C=CN=CC=1)C. The product is [CH2:8]([O:15][C:4](=[O:5])[CH2:3][CH2:2][C:1]([OH:6])=[O:7])[C:9]1[CH:14]=[CH:13][CH:12]=[CH:11][CH:10]=1. The yield is 0.710. (10) The reactants are [S:1]1[C:5]2[CH:6]=[CH:7][CH:8]=[CH:9][C:4]=2[N:3]=[C:2]1[C:10](=[CH:13][N:14]([CH3:16])C)[C:11]#[N:12].C([N:19](CC)CC)C.S(O)(O)(=O)=O.CNN. The catalyst is CCO. The product is [S:1]1[C:5]2[CH:6]=[CH:7][CH:8]=[CH:9][C:4]=2[N:3]=[C:2]1[C:10]1[CH:11]=[N:12][N:14]([CH3:16])[C:13]=1[NH2:19]. The yield is 0.490.